Task: Predict the product of the given reaction.. Dataset: Forward reaction prediction with 1.9M reactions from USPTO patents (1976-2016) (1) Given the reactants [CH3:1][S:2][C:3]1[C:4]([C:8]2[CH:9]=[N:10][CH:11]=[CH:12][CH:13]=2)=[N:5][NH:6][CH:7]=1.[CH2:14]([O:16][CH2:17]CSS[CH2:15][CH2:14][O:16][CH2:17]C)[CH3:15].IC1C(C2C=NC=CC=2)=NNC=1, predict the reaction product. The product is: [CH2:14]([O:16][CH2:17][CH2:1][S:2][C:3]1[C:4]([C:8]2[CH:9]=[N:10][CH:11]=[CH:12][CH:13]=2)=[N:5][NH:6][CH:7]=1)[CH3:15]. (2) Given the reactants [Cl:1][C:2]1[CH:7]=[CH:6][C:5]([CH:8]2[CH2:13][CH2:12][CH2:11][C:10](SC)=[N:9]2)=[CH:4][N:3]=1.[CH3:16][NH2:17], predict the reaction product. The product is: [Cl:1][C:2]1[N:3]=[CH:4][C:5]([CH:8]2[CH2:13][CH2:12][CH2:11][C:10]([NH:17][CH3:16])=[N:9]2)=[CH:6][CH:7]=1. (3) Given the reactants [CH3:1][O:2][C:3]1[CH:4]=[C:5]2[C:10](=[CH:11][C:12]=1[O:13][CH3:14])[N:9]=[CH:8][CH:7]=[C:6]2[OH:15].C(Cl)Cl.N1C(C)=CC=CC=1C.[F:27][C:28]([F:34])([F:33])[S:29](Cl)(=[O:31])=[O:30], predict the reaction product. The product is: [CH3:1][O:2][C:3]1[CH:4]=[C:5]2[C:10](=[CH:11][C:12]=1[O:13][CH3:14])[N:9]=[CH:8][CH:7]=[C:6]2[O:15][S:29]([C:28]([F:34])([F:33])[F:27])(=[O:31])=[O:30]. (4) Given the reactants [CH3:1][N:2]1[C:10](=[O:11])[C:9]2[C:4](=[CH:5][C:6]([N+:12]([O-])=O)=[CH:7][CH:8]=2)[N:3]1[C:15]([O:17][C:18]([CH3:21])([CH3:20])[CH3:19])=[O:16], predict the reaction product. The product is: [NH2:12][C:6]1[CH:5]=[C:4]2[C:9]([C:10](=[O:11])[N:2]([CH3:1])[N:3]2[C:15]([O:17][C:18]([CH3:19])([CH3:20])[CH3:21])=[O:16])=[CH:8][CH:7]=1. (5) Given the reactants [Cl:1][C:2]1[CH:3]=[C:4]([CH:24]=[CH:25][C:26]=1[F:27])[CH2:5][N:6]1[CH2:15][CH2:14][C:13]2[C:12]([C:16]([N:18]([CH3:20])C)=[O:17])=[N:11][C:10]([OH:21])=[C:9]([OH:22])[C:8]=2[C:7]1=[O:23].C[O-].[Mg+2].C[O-].Br[CH2:34]CNC(=O)OCCCC, predict the reaction product. The product is: [Cl:1][C:2]1[CH:3]=[C:4]([CH:24]=[CH:25][C:26]=1[F:27])[CH2:5][N:6]1[CH2:15][CH2:14][C:13]2[C:8](=[C:9]([OH:22])[C:10](=[O:21])[N:11]3[CH2:34][CH2:20][NH:18][C:16](=[O:17])[C:12]3=2)[C:7]1=[O:23]. (6) Given the reactants [OH:1][C:2]1[C:3]([CH3:10])=[C:4]([CH:7]=[CH:8][CH:9]=1)[C:5]#[N:6].[Cl-].[Mg+2].[Cl-].[CH2:14]=[O:15].Cl, predict the reaction product. The product is: [CH:14]([C:9]1[CH:8]=[CH:7][C:4]([C:5]#[N:6])=[C:3]([CH3:10])[C:2]=1[OH:1])=[O:15]. (7) Given the reactants [NH2:1][C:2]1[S:6][CH:5]=[N:4][C:3]=1[C:7]([NH:9][C:10]1[CH:15]=[CH:14][C:13]([Cl:16])=[CH:12][CH:11]=1)=[O:8].[F:17][C:18]([F:27])([F:26])[CH:19]([CH3:25])[CH2:20][CH2:21][C:22](O)=O, predict the reaction product. The product is: [Cl:16][C:13]1[CH:14]=[CH:15][C:10]([N:9]2[C:7](=[O:8])[C:3]3[N:4]=[CH:5][S:6][C:2]=3[N:1]=[C:22]2[CH2:21][CH2:20][CH:19]([CH3:25])[C:18]([F:27])([F:26])[F:17])=[CH:11][CH:12]=1. (8) Given the reactants [F:1][C:2]1[CH:7]=[CH:6][C:5]([C:8]2[O:9][CH:10]=[C:11]([CH:13]([CH2:19][NH2:20])[CH2:14][CH2:15][N:16]([CH3:18])[CH3:17])[N:12]=2)=[CH:4][CH:3]=1.[F:21][CH:22]([F:34])[C:23]1[O:27][N:26]=[C:25]([CH2:28][CH2:29][CH2:30][C:31](O)=[O:32])[N:24]=1, predict the reaction product. The product is: [F:34][CH:22]([F:21])[C:23]1[O:27][N:26]=[C:25]([CH2:28][CH2:29][CH2:30][C:31]([NH:20][CH2:19][CH:13]([C:11]2[N:12]=[C:8]([C:5]3[CH:4]=[CH:3][C:2]([F:1])=[CH:7][CH:6]=3)[O:9][CH:10]=2)[CH2:14][CH2:15][N:16]([CH3:18])[CH3:17])=[O:32])[N:24]=1. (9) The product is: [Cl:2][C:3]1[CH:4]=[C:5]2[C:9](=[CH:10][CH:11]=1)[NH:8][CH:7]=[C:6]2[CH2:12][CH2:13][NH:14][C:18](=[O:19])[C:17]1[CH:21]=[CH:22][C:23]([CH2:25][C:26]2[CH:31]=[CH:30][CH:29]=[C:28]([F:32])[CH:27]=2)=[CH:24][C:16]=1[F:15]. Given the reactants Cl.[Cl:2][C:3]1[CH:4]=[C:5]2[C:9](=[CH:10][CH:11]=1)[NH:8][CH:7]=[C:6]2[CH2:12][CH2:13][NH2:14].[F:15][C:16]1[CH:24]=[C:23]([CH2:25][C:26]2[CH:31]=[CH:30][CH:29]=[C:28]([F:32])[CH:27]=2)[CH:22]=[CH:21][C:17]=1[C:18](O)=[O:19].CN(C(ON1N=NC2C=CC=NC1=2)=[N+](C)C)C.F[P-](F)(F)(F)(F)F.C(N(CC)C(C)C)(C)C, predict the reaction product.